Dataset: Catalyst prediction with 721,799 reactions and 888 catalyst types from USPTO. Task: Predict which catalyst facilitates the given reaction. (1) Reactant: [S:1]1[CH:5]=[CH:4][CH:3]=[C:2]1[C:6]([O:8][CH2:9][CH3:10])=[O:7].[Li+].CC([N-]C(C)C)C.[F:19][C:20]1[CH:34]=[CH:33][C:23]([C:24]([C:26]2[CH:31]=[CH:30][C:29]([F:32])=[CH:28][CH:27]=2)=[O:25])=[CH:22][CH:21]=1. Product: [F:19][C:20]1[CH:34]=[CH:33][C:23]([C:24]([C:26]2[CH:31]=[CH:30][C:29]([F:32])=[CH:28][CH:27]=2)([OH:25])[C:5]2[S:1][C:2]([C:6]([O:8][CH2:9][CH3:10])=[O:7])=[CH:3][CH:4]=2)=[CH:22][CH:21]=1. The catalyst class is: 1. (2) Reactant: Cl[C:2]([O:4][CH:5]([CH3:7])[CH3:6])=[O:3].[CH3:8][O:9][C:10]([C:12]1[C:17]([NH2:18])=[CH:16][CH:15]=[C:14]([Cl:19])[N:13]=1)=[O:11].N1C=CC=CC=1. Product: [CH3:8][O:9][C:10]([C:12]1[C:17]([NH:18][C:2]([O:4][CH:5]([CH3:7])[CH3:6])=[O:3])=[CH:16][CH:15]=[C:14]([Cl:19])[N:13]=1)=[O:11]. The catalyst class is: 4. (3) Reactant: Br.[NH2:2][C:3]1[C:12]2[C:7](=[CH:8][CH:9]=[CH:10][CH:11]=2)[C:6]([Br:13])=[CH:5][C:4]=1[C:14]([O:16]C)=[O:15].[OH-].[Na+]. Product: [NH2:2][C:3]1[C:12]2[C:7](=[CH:8][CH:9]=[CH:10][CH:11]=2)[C:6]([Br:13])=[CH:5][C:4]=1[C:14]([OH:16])=[O:15]. The catalyst class is: 1. (4) Reactant: [NH2:1][C:2]1[N:7]=[C:6]([CH3:8])[C:5]([CH2:9][NH:10][C:11](=[O:17])[O:12][C:13]([CH3:16])([CH3:15])[CH3:14])=[CH:4][CH:3]=1.C1C(=O)N([Br:25])C(=O)C1. Product: [NH2:1][C:2]1[N:7]=[C:6]([CH3:8])[C:5]([CH2:9][NH:10][C:11](=[O:17])[O:12][C:13]([CH3:14])([CH3:16])[CH3:15])=[CH:4][C:3]=1[Br:25]. The catalyst class is: 2.